This data is from NCI-60 drug combinations with 297,098 pairs across 59 cell lines. The task is: Regression. Given two drug SMILES strings and cell line genomic features, predict the synergy score measuring deviation from expected non-interaction effect. Drug 1: CC1OCC2C(O1)C(C(C(O2)OC3C4COC(=O)C4C(C5=CC6=C(C=C35)OCO6)C7=CC(=C(C(=C7)OC)O)OC)O)O. Drug 2: C1=CC(=CC=C1CCCC(=O)O)N(CCCl)CCCl. Cell line: HS 578T. Synergy scores: CSS=36.1, Synergy_ZIP=1.09, Synergy_Bliss=6.10, Synergy_Loewe=6.99, Synergy_HSA=11.5.